From a dataset of Full USPTO retrosynthesis dataset with 1.9M reactions from patents (1976-2016). Predict the reactants needed to synthesize the given product. (1) Given the product [CH2:1]([O:3][C:4](=[O:34])[CH2:5][N:6]1[C:14]2[CH2:13][CH2:12][CH2:11][C@@H:10]([N:15]([S:16]([C:19]3[CH:24]=[C:23]([C:25]([F:27])([F:28])[F:26])[CH:22]=[C:21]([C:29]4([CH2:32][CH3:37])[CH2:31][CH2:30]4)[CH:20]=3)(=[O:18])=[O:17])[CH3:33])[C:9]=2[CH:8]=[N:7]1)[CH3:2], predict the reactants needed to synthesize it. The reactants are: [CH2:1]([O:3][C:4](=[O:34])[CH2:5][N:6]1[C:14]2[CH2:13][CH2:12][CH2:11][C@@H:10]([N:15]([CH3:33])[S:16]([C:19]3[CH:24]=[C:23]([C:25]([F:28])([F:27])[F:26])[CH:22]=[C:21]([C:29](=[CH2:32])[CH2:30][CH3:31])[CH:20]=3)(=[O:18])=[O:17])[C:9]=2[CH:8]=[N:7]1)[CH3:2].[N+](=[CH2:37])=[N-]. (2) Given the product [Cl:1][C:12]1[S:13][CH:14]=[C:10]([CH3:9])[C:11]=1[NH:15][C:16](=[O:21])[C:17]([F:20])([F:18])[F:19], predict the reactants needed to synthesize it. The reactants are: [Cl:1]N1C(=O)CCC1=O.[CH3:9][C:10]1[C:11]([NH:15][C:16](=[O:21])[C:17]([F:20])([F:19])[F:18])=[CH:12][S:13][CH:14]=1. (3) Given the product [F:15][C:12]([F:14])([F:13])[C:11]1[C:6]2[N:7]([C:3]([C:1]#[C:2][C:27]3[CH:35]=[CH:34][C:30]([CH:31]([OH:33])[CH3:32])=[CH:29][CH:28]=3)=[CH:4][N:5]=2)[CH:8]=[C:9]([C:16]2[CH:21]=[CH:20][C:19]([C:22]([F:25])([F:24])[F:23])=[CH:18][CH:17]=2)[CH:10]=1, predict the reactants needed to synthesize it. The reactants are: [C:1]([C:3]1[N:7]2[CH:8]=[C:9]([C:16]3[CH:21]=[CH:20][C:19]([C:22]([F:25])([F:24])[F:23])=[CH:18][CH:17]=3)[CH:10]=[C:11]([C:12]([F:15])([F:14])[F:13])[C:6]2=[N:5][CH:4]=1)#[CH:2].Br[C:27]1[CH:35]=[CH:34][C:30]([CH:31]([OH:33])[CH3:32])=[CH:29][CH:28]=1. (4) Given the product [C:8]1([C:14]2[CH2:18][C:17]3([CH2:23][CH2:22][CH2:21][NH:20][CH2:19]3)[O:16][N:15]=2)[CH:9]=[CH:10][CH:11]=[CH:12][CH:13]=1.[C:3]([OH:5])([C:2]([F:7])([F:6])[F:1])=[O:4], predict the reactants needed to synthesize it. The reactants are: [F:1][C:2]([F:7])([F:6])[C:3]([OH:5])=[O:4].[C:8]1([C:14]2[CH2:18][C:17]3([CH2:23][CH2:22][CH2:21][N:20](C(OC(C)(C)C)=O)[CH2:19]3)[O:16][N:15]=2)[CH:13]=[CH:12][CH:11]=[CH:10][CH:9]=1. (5) Given the product [C:34]([N:2]1[CH2:3][CH2:4][CH:5]([NH:8][C:9]([C:11]2[C:15]3[N:16]=[CH:17][N:18]=[C:19]([C:20]4[CH:25]=[C:24]([F:26])[C:23]([O:27][CH3:28])=[CH:22][C:21]=4[O:29][CH2:30][CH:31]4[CH2:33][CH2:32]4)[C:14]=3[NH:13][CH:12]=2)=[O:10])[CH2:6][CH2:7]1)(=[O:36])[CH3:35], predict the reactants needed to synthesize it. The reactants are: Cl.[NH:2]1[CH2:7][CH2:6][CH:5]([NH:8][C:9]([C:11]2[C:15]3[N:16]=[CH:17][N:18]=[C:19]([C:20]4[CH:25]=[C:24]([F:26])[C:23]([O:27][CH3:28])=[CH:22][C:21]=4[O:29][CH2:30][CH:31]4[CH2:33][CH2:32]4)[C:14]=3[NH:13][CH:12]=2)=[O:10])[CH2:4][CH2:3]1.[C:34](Cl)(=[O:36])[CH3:35]. (6) Given the product [F:10][C:9]([F:12])([F:11])[C:8]([C:4]1[CH:3]=[C:2]([B:15]([OH:19])[OH:16])[CH:7]=[N:6][CH:5]=1)([OH:14])[CH3:13], predict the reactants needed to synthesize it. The reactants are: Br[C:2]1[CH:3]=[C:4]([C:8]([OH:14])([CH3:13])[C:9]([F:12])([F:11])[F:10])[CH:5]=[N:6][CH:7]=1.[B:15]1(B2OC(C)(C)C(C)(C)O2)[O:19]C(C)(C)C(C)(C)[O:16]1.C1(P(C2CCCCC2)C2CCCCC2)CCCCC1.C([O-])(=O)C.[K+]. (7) Given the product [CH3:1][O:2][C:3]1[CH:4]=[C:5]2[C:10](=[CH:11][CH:12]=1)[CH:9]=[C:8]([C@H:13]([CH3:17])[C:14]([O:16][CH2:23][CH2:22][S:18][CH2:19][CH2:20][OH:21])=[O:15])[CH:7]=[CH:6]2, predict the reactants needed to synthesize it. The reactants are: [CH3:1][O:2][C:3]1[CH:4]=[C:5]2[C:10](=[CH:11][CH:12]=1)[CH:9]=[C:8]([C@H:13]([CH3:17])[C:14]([OH:16])=[O:15])[CH:7]=[CH:6]2.[S:18]([CH2:22][CH2:23]O)[CH2:19][CH2:20][OH:21].Cl.CN(C)CCCN=C=NCC.CCOCC.CCCCCC. (8) Given the product [F:1][C:2]1[CH:3]=[CH:4][C:5]([CH2:6][N:7]2[CH2:8][CH2:9][C:10]([OH:13])([C:16]#[N:17])[CH2:11][CH2:12]2)=[CH:14][CH:15]=1, predict the reactants needed to synthesize it. The reactants are: [F:1][C:2]1[CH:15]=[CH:14][C:5]([CH2:6][N:7]2[CH2:12][CH2:11][C:10](=[O:13])[CH2:9][CH2:8]2)=[CH:4][CH:3]=1.[C-:16]#[N:17].[K+].OS([O-])=O.[Na+].